This data is from Forward reaction prediction with 1.9M reactions from USPTO patents (1976-2016). The task is: Predict the product of the given reaction. (1) Given the reactants [CH2:1]([SH:3])[CH3:2].[CH3:4][S:5]([C:8]([S:11](C)=O)(Cl)Cl)(=[O:7])=[O:6].C(Cl)(Cl)Cl, predict the reaction product. The product is: [CH3:4][S:5](=[O:7])(=[O:6])[CH2:8][S:11][S:3][CH2:1][CH3:2]. (2) Given the reactants [NH2:1][C:2]1[N:7]([CH2:8][CH:9]2[CH2:14][CH2:13][CH2:12][CH2:11][CH2:10]2)[C:6](=[O:15])[N:5]([CH2:16][CH:17]2[CH2:22][CH2:21][CH2:20][CH2:19][CH2:18]2)[C:4](=[O:23])[CH:3]=1.O.C(O)C.[N:28]([O-])=[O:29].[Na+], predict the reaction product. The product is: [NH2:1][C:2]1[N:7]([CH2:8][CH:9]2[CH2:14][CH2:13][CH2:12][CH2:11][CH2:10]2)[C:6](=[O:15])[N:5]([CH2:16][CH:17]2[CH2:18][CH2:19][CH2:20][CH2:21][CH2:22]2)[C:4](=[O:23])[C:3]=1[N:28]=[O:29].